This data is from Forward reaction prediction with 1.9M reactions from USPTO patents (1976-2016). The task is: Predict the product of the given reaction. Given the reactants Br[C:2]1[CH:3]=[N:4][C:5]2[N:6]([CH:8]=[C:9]([CH2:11][O:12][C:13]3[CH:18]=[CH:17][C:16]([F:19])=[CH:15][CH:14]=3)[N:10]=2)[CH:7]=1.[CH3:20][O:21][C:22]1[CH:23]=[C:24](B(O)O)[CH:25]=[N:26][CH:27]=1, predict the reaction product. The product is: [F:19][C:16]1[CH:17]=[CH:18][C:13]([O:12][CH2:11][C:9]2[N:10]=[C:5]3[N:4]=[CH:3][C:2]([C:24]4[CH:25]=[N:26][CH:27]=[C:22]([O:21][CH3:20])[CH:23]=4)=[CH:7][N:6]3[CH:8]=2)=[CH:14][CH:15]=1.